From a dataset of Full USPTO retrosynthesis dataset with 1.9M reactions from patents (1976-2016). Predict the reactants needed to synthesize the given product. (1) Given the product [CH2:67]([O:74][C:75]1[CH:76]=[CH:77][C:78]([C@@H:86]([OH:136])[CH2:87][NH:88][C:89]([CH3:134])([CH3:135])[CH2:90][C:91]2[CH:92]=[C:93]([CH:131]=[CH:132][CH:133]=2)[C:94]([N:96]([CH2:98][C:99]2[CH:100]=[C:101]([S:105]([C:108]3[CH:109]=[C:110]4[C:115](=[C:116]([CH3:118])[CH:117]=3)[N:114]=[CH:113][C:112]([C:119]([NH2:121])=[O:120])=[C:111]4[NH:122][C:123]3[CH:128]=[CH:127][CH:126]=[C:125]([O:129][CH3:130])[CH:124]=3)(=[O:107])=[O:106])[CH:102]=[CH:103][CH:104]=2)[CH3:97])=[O:95])=[C:79]2[C:84]=1[NH:83][C:82](=[O:85])[CH:81]=[CH:80]2)[C:68]1[CH:69]=[CH:70][CH:71]=[CH:72][CH:73]=1, predict the reactants needed to synthesize it. The reactants are: C(OC1C=CC([C@@H](O)CNCCC2C=CC(NC(C3C=C(S(C4C=C5C(=C(C)C=4)N=CC(C(N)=O)=C5NC4C=CC=C(OC)C=4)(=O)=O)C=CC=3)=O)=CC=2)=C2C=1NC(=O)C=C2)C1C=CC=CC=1.[CH2:67]([O:74][C:75]1[CH:76]=[CH:77][C:78]([C@@H:86]([O:136][Si](C(C)(C)C)(C)C)[CH2:87][NH:88][C:89]([CH3:135])([CH3:134])[CH2:90][C:91]2[CH:92]=[C:93]([CH:131]=[CH:132][CH:133]=2)[C:94]([N:96]([CH2:98][C:99]2[CH:100]=[C:101]([S:105]([C:108]3[CH:109]=[C:110]4[C:115](=[C:116]([CH3:118])[CH:117]=3)[N:114]=[CH:113][C:112]([C:119]([NH2:121])=[O:120])=[C:111]4[NH:122][C:123]3[CH:128]=[CH:127][CH:126]=[C:125]([O:129][CH3:130])[CH:124]=3)(=[O:107])=[O:106])[CH:102]=[CH:103][CH:104]=2)[CH3:97])=[O:95])=[C:79]2[C:84]=1[NH:83][C:82](=[O:85])[CH:81]=[CH:80]2)[C:68]1[CH:73]=[CH:72][CH:71]=[CH:70][CH:69]=1. (2) Given the product [OH:4][C@H:5]([CH3:27])[CH2:6][CH2:7][CH2:8][CH2:9][N:10]1[C:19](=[O:20])[C:18]2[NH:17][C:16]([Br:25])=[N:15][C:14]=2[N:13]([CH3:26])[C:11]1=[O:12], predict the reactants needed to synthesize it. The reactants are: C([O:4][C@H:5]([CH3:27])[CH2:6][CH2:7][CH2:8][CH2:9][N:10]1[C:19](=[O:20])[C:18]2[N:17](COCC)[C:16]([Br:25])=[N:15][C:14]=2[N:13]([CH3:26])[C:11]1=[O:12])(=O)C.Cl. (3) The reactants are: [C:1]([O:5][C:6](=[O:19])[NH:7][C@@H:8]([C@@H:16]1[CH2:18][O:17]1)[CH2:9][C:10]1[CH:15]=[CH:14][CH:13]=[CH:12][CH:11]=1)([CH3:4])([CH3:3])[CH3:2].[OH:20][CH2:21][C@@H:22]1[CH2:26][CH2:25][CH2:24][NH:23]1. Given the product [C:1]([O:5][C:6](=[O:19])[NH:7][C@H:8]([CH2:9][C:10]1[CH:15]=[CH:14][CH:13]=[CH:12][CH:11]=1)[C@@H:16]([OH:17])[CH2:18][N:23]1[CH2:24][CH2:25][CH2:26][C@H:22]1[CH2:21][OH:20])([CH3:4])([CH3:3])[CH3:2], predict the reactants needed to synthesize it.